From a dataset of Full USPTO retrosynthesis dataset with 1.9M reactions from patents (1976-2016). Predict the reactants needed to synthesize the given product. (1) Given the product [CH2:23]([NH:25][C:26]([NH:16][C:14]1[N:15]=[C:11]2[CH:10]=[C:9]([C:17]3[CH:18]=[N:19][CH:20]=[CH:21][CH:22]=3)[CH:8]=[C:7]([C:4]3[S:3][C:2]([CH3:1])=[N:6][CH:5]=3)[N:12]2[N:13]=1)=[O:27])[CH3:24], predict the reactants needed to synthesize it. The reactants are: [CH3:1][C:2]1[S:3][C:4]([C:7]2[N:12]3[N:13]=[C:14]([NH2:16])[N:15]=[C:11]3[CH:10]=[C:9]([C:17]3[CH:18]=[N:19][CH:20]=[CH:21][CH:22]=3)[CH:8]=2)=[CH:5][N:6]=1.[CH2:23]([N:25]=[C:26]=[O:27])[CH3:24]. (2) Given the product [CH:11]([CH2:7][C:6](=[CH2:8])[C:5]([OH:10])=[O:9])=[CH:12][C:13]1[CH:18]=[CH:17][CH:16]=[CH:15][CH:14]=1.[C:19]([O:23][CH2:24][CH2:25][CH2:26][CH3:27])(=[O:22])[CH:20]=[CH2:21].[Na:1].[CH2:3]1[O:4][CH2:2]1.[C:5]([OH:10])(=[O:9])[C:6]([CH3:8])=[CH2:7], predict the reactants needed to synthesize it. The reactants are: [Na:1].[CH2:2]1[O:4][CH2:3]1.[C:5]([OH:10])(=[O:9])[C:6]([CH3:8])=[CH2:7].[CH2:11]=[CH:12][C:13]1[CH:18]=[CH:17][CH:16]=[CH:15][CH:14]=1.[C:19]([O:23][CH2:24][CH2:25][CH2:26][CH3:27])(=[O:22])[CH:20]=[CH2:21].C(OCCCC)(=O)CS.S(OOS([O-])(=O)=O)([O-])(=O)=O.[NH4+].[NH4+].S([O-])([O-])(=O)=O.[NH4+].[NH4+]. (3) Given the product [NH2:17][C:15]1[CH:16]=[C:11]([CH:12]=[CH:13][C:14]=1[Cl:38])[C:9]([NH:43][CH2:42][C:41]1[CH:44]=[C:45]([F:48])[CH:46]=[CH:47][C:40]=1[F:39])=[O:10], predict the reactants needed to synthesize it. The reactants are: C(N[C:9]([C:11]1[CH:12]=[CH:13][C:14]([Cl:38])=[C:15]([NH:17]C(C2C(=O)NC3N=C(N4CCN(C)CC4)N=CC=3C=2)=O)[CH:16]=1)=[O:10])C1C=CC=CC=1.[F:39][C:40]1[CH:47]=[CH:46][C:45]([F:48])=[CH:44][C:41]=1[CH2:42][NH2:43].C(N(CC)CC)C.CN(C)C=O. (4) Given the product [N+:1]([C:4]1[C:13]([N+:14]([O-:16])=[O:15])=[CH:12][C:7]2[N:8]=[C:9]([Cl:19])[NH:10][C:6]=2[CH:5]=1)([O-:3])=[O:2], predict the reactants needed to synthesize it. The reactants are: [N+:1]([C:4]1[C:13]([N+:14]([O-:16])=[O:15])=[CH:12][C:7]2=[N:8][C:9](=O)[N:10]=[C:6]2[CH:5]=1)([O-:3])=[O:2].P(Cl)(Cl)([Cl:19])=O. (5) The reactants are: [C:1]([C:4]1[CH:9]=[CH:8][C:7]([S:10](Cl)(=[O:12])=[O:11])=[CH:6][CH:5]=1)(=[O:3])[CH3:2].[CH:14]1([N:18]2[CH2:23][CH2:22][C:21]3([CH2:28][CH2:27][NH:26][CH2:25][CH2:24]3)[CH2:20][CH2:19]2)[CH2:17][CH2:16][CH2:15]1. Given the product [CH:14]1([N:18]2[CH2:19][CH2:20][C:21]3([CH2:28][CH2:27][N:26]([S:10]([C:7]4[CH:8]=[CH:9][C:4]([C:1](=[O:3])[CH3:2])=[CH:5][CH:6]=4)(=[O:12])=[O:11])[CH2:25][CH2:24]3)[CH2:22][CH2:23]2)[CH2:17][CH2:16][CH2:15]1, predict the reactants needed to synthesize it. (6) Given the product [C:29]([O:28][C:26]([N:16]([C:47]([O:50][C:21]([CH3:22])([CH3:23])[CH3:53])=[O:49])[CH2:15][CH2:14][C:12]1[NH:11][N:10]=[C:9]([C:5]2[CH:4]=[N:3][CH:8]=[CH:7][CH:6]=2)[N:13]=1)=[O:27])([CH3:32])([CH3:30])[CH3:31], predict the reactants needed to synthesize it. The reactants are: Cl.Cl.[N:3]1[CH:8]=[CH:7][CH:6]=[C:5]([C:9]2[N:13]=[C:12]([CH2:14][CH2:15][NH2:16])[NH:11][N:10]=2)[CH:4]=1.C(N(CC)[CH:21]([CH3:23])[CH3:22])(C)C.[C:26](O[C:26]([O:28][C:29]([CH3:32])([CH3:31])[CH3:30])=[O:27])([O:28][C:29]([CH3:32])([CH3:31])[CH3:30])=[O:27].S([O-])(O)(=O)=O.[K+].[C:47]([O:50]CC)(=[O:49])C.[CH3:53]CCCCCC.